This data is from CYP3A4 inhibition data for predicting drug metabolism from PubChem BioAssay. The task is: Regression/Classification. Given a drug SMILES string, predict its absorption, distribution, metabolism, or excretion properties. Task type varies by dataset: regression for continuous measurements (e.g., permeability, clearance, half-life) or binary classification for categorical outcomes (e.g., BBB penetration, CYP inhibition). Dataset: cyp3a4_veith. (1) The compound is Nc1nc(CSc2nnnn2-c2ccc(Cl)cc2)nc(N2CCOCC2)n1. The result is 1 (inhibitor). (2) The molecule is CC(C)C(=O)c1c(C(C)C)nn2ccccc12. The result is 1 (inhibitor).